This data is from Forward reaction prediction with 1.9M reactions from USPTO patents (1976-2016). The task is: Predict the product of the given reaction. (1) Given the reactants [CH3:1][O:2][C:3]([C:5]1[N:6]=[C:7]([NH2:12])[S:8][C:9]=1[CH2:10][OH:11])=[O:4], predict the reaction product. The product is: [CH3:1][O:2][C:3]([C:5]1[N:6]=[C:7]([NH2:12])[S:8][C:9]=1[CH:10]=[O:11])=[O:4]. (2) Given the reactants [CH2:1]([O:3][C:4]1[CH:9]=[CH:8][C:7]([C:10]#[CH:11])=[CH:6][CH:5]=1)[CH3:2].[Cl:12][C:13]1[C:14]([C:20]#[N:21])=[N:15][CH:16]=[C:17](Cl)[CH:18]=1.C([N:24](CC)CC)C, predict the reaction product. The product is: [CH3:10][C:7]1[C:8]2=[C:13]3[C:14](=[C:20]([NH2:21])[N:24]=[C:9]2[CH:4]=[CH:5][CH:6]=1)[N:15]=[CH:16][CH:17]=[CH:18]3.[Cl:12][C:13]1[C:14]([C:20]#[N:21])=[N:15][CH:16]=[C:17]([C:11]#[C:10][C:7]2[CH:8]=[CH:9][C:4]([O:3][CH2:1][CH3:2])=[CH:5][CH:6]=2)[CH:18]=1.